From a dataset of Forward reaction prediction with 1.9M reactions from USPTO patents (1976-2016). Predict the product of the given reaction. (1) Given the reactants [NH2:1][C:2]1[CH:7]=[CH:6][C:5]([S:8]([N:11]2[C:20]3[C:15](=[CH:16][CH:17]=[CH:18][CH:19]=3)[CH2:14][CH:13]([NH:21][C:22](=[O:28])[O:23][C:24]([CH3:27])([CH3:26])[CH3:25])[CH2:12]2)(=[O:10])=[O:9])=[CH:4][CH:3]=1.[OH2:29], predict the reaction product. The product is: [C:20]1([NH:11][C:12](=[O:29])[NH:1][C:2]2[CH:3]=[CH:4][C:5]([S:8]([N:11]3[C:20]4[C:15](=[CH:16][CH:17]=[CH:18][CH:19]=4)[CH2:14][CH:13]([NH:21][C:22](=[O:28])[O:23][C:24]([CH3:25])([CH3:27])[CH3:26])[CH2:12]3)(=[O:10])=[O:9])=[CH:6][CH:7]=2)[CH:15]=[CH:16][CH:17]=[CH:18][CH:19]=1. (2) Given the reactants [C:1]([C:3]1[CH:8]=[C:7]([CH3:9])[CH:6]=[CH:5][C:4]=1[C:10]1[CH:15]=[C:14]([C:16]([O:18][CH3:19])=[O:17])[CH:13]=[C:12]([C:20](OC)=[O:21])[CH:11]=1)#[N:2].[BH4-].[Na+].O, predict the reaction product. The product is: [C:1]([C:3]1[CH:8]=[C:7]([CH3:9])[CH:6]=[CH:5][C:4]=1[C:10]1[CH:11]=[C:12]([CH2:20][OH:21])[CH:13]=[C:14]([C:16]([O:18][CH3:19])=[O:17])[CH:15]=1)#[N:2]. (3) Given the reactants [CH3:1][CH:2]1[C:6](=[O:7])[CH2:5][CH2:4][C:3]1=[O:8].[NH2:9][C:10]1[CH:18]=[CH:17][C:13]([C:14]([OH:16])=[O:15])=[C:12]([CH3:19])[CH:11]=1, predict the reaction product. The product is: [CH3:19][C:12]1[CH:11]=[C:10]([NH:9][C:6]2[CH2:5][CH2:4][C:3](=[O:8])[C:2]=2[CH3:1])[CH:18]=[CH:17][C:13]=1[C:14]([OH:16])=[O:15].[CH3:5][CH2:6][OH:7]. (4) The product is: [NH2:16][C@H:11]1[CH2:12][CH2:13][CH2:14][CH2:15][C@H:10]1[NH:9][C:6]1[CH:7]=[CH:8][C:3]([C:1]([NH2:2])=[O:36])=[C:4]([NH:24][C:25]2[CH:33]=[CH:32][CH:31]=[C:30]3[C:26]=2[CH:27]=[CH:28][N:29]3[CH3:34])[CH:5]=1. Given the reactants [C:1]([C:3]1[CH:8]=[CH:7][C:6]([NH:9][C@@H:10]2[CH2:15][CH2:14][CH2:13][CH2:12][C@@H:11]2[NH:16]C(=O)OC(C)(C)C)=[CH:5][C:4]=1[NH:24][C:25]1[CH:33]=[CH:32][CH:31]=[C:30]2[C:26]=1[CH:27]=[CH:28][N:29]2[CH3:34])#[N:2].C([O-])([O-])=[O:36].[K+].[K+].OO.O, predict the reaction product. (5) Given the reactants [CH3:1][O:2][C:3]1[CH:12]=[CH:11][C:10]([N+:13]([O-:15])=[O:14])=[CH:9][C:4]=1[C:5](OC)=[O:6].Cl.[NH2:17][OH:18].[OH-].[K+], predict the reaction product. The product is: [OH:18][NH:17][C:5](=[O:6])[C:4]1[CH:9]=[C:10]([N+:13]([O-:15])=[O:14])[CH:11]=[CH:12][C:3]=1[O:2][CH3:1]. (6) Given the reactants [F:1][C:2]1[C:7]([NH2:8])=[CH:6][CH:5]=[C:4]([F:9])[C:3]=1[NH:10][C:11]1[C:16]([C:17]2[N:25]=[CH:24][N:23]=[C:22]3[C:18]=2[N:19]=[CH:20][N:21]3[CH:26]2[CH2:31][CH2:30][CH2:29][CH2:28][O:27]2)=[CH:15][CH:14]=[CH:13][N:12]=1.[O:32]1[CH:36]=[CH:35][CH:34]=[C:33]1[S:37](Cl)(=[O:39])=[O:38].N1C=CC=CC=1, predict the reaction product. The product is: [F:1][C:2]1[C:3]([NH:10][C:11]2[C:16]([C:17]3[N:25]=[CH:24][N:23]=[C:22]4[C:18]=3[N:19]=[CH:20][N:21]4[CH:26]3[CH2:31][CH2:30][CH2:29][CH2:28][O:27]3)=[CH:15][CH:14]=[CH:13][N:12]=2)=[C:4]([F:9])[CH:5]=[CH:6][C:7]=1[NH:8][S:37]([C:33]1[O:32][CH:36]=[CH:35][CH:34]=1)(=[O:39])=[O:38]. (7) The product is: [Br:1][C:2]1[CH:9]=[CH:8][C:5]([C:6]#[N:7])=[C:4]([CH2:10][O:19][C:16]2[CH:17]=[CH:18][C:13]([Cl:12])=[CH:14][C:15]=2[I:20])[CH:3]=1. Given the reactants [Br:1][C:2]1[CH:9]=[CH:8][C:5]([C:6]#[N:7])=[C:4]([CH2:10]Br)[CH:3]=1.[Cl:12][C:13]1[CH:18]=[CH:17][C:16]([OH:19])=[C:15]([I:20])[CH:14]=1.[H-].[Na+], predict the reaction product. (8) Given the reactants Br[C:2]1[CH:3]=[C:4]([CH3:9])[CH:5]=[C:6]([CH3:8])[CH:7]=1.[Li]CCCC.[CH2:15]([N:22]1[CH2:27][CH2:26][C:25](=[O:28])[CH2:24][CH2:23]1)[C:16]1[CH:21]=[CH:20][CH:19]=[CH:18][CH:17]=1.O, predict the reaction product. The product is: [NH4+:22].[OH-:28].[CH2:15]([N:22]1[CH2:27][CH2:26][C:25]([C:2]2[CH:3]=[C:4]([CH3:9])[CH:5]=[C:6]([CH3:8])[CH:7]=2)([OH:28])[CH2:24][CH2:23]1)[C:16]1[CH:17]=[CH:18][CH:19]=[CH:20][CH:21]=1. (9) Given the reactants Cl[C:2]1[C:7]([CH:8]=[O:9])=[C:6]([N:10]2[C:22](=[O:23])[C:14]3=[CH:15][N:16]4[C:21]([CH2:20][CH2:19][CH2:18][CH2:17]4)=[C:13]3[CH:12]=[N:11]2)[N:5]=[CH:4][CH:3]=1.C([CH:26]1[CH2:31][N:30]([CH:32]2[CH2:35][O:34][CH2:33]2)[CH2:29][CH2:28][N:27]1[C:36]1[CH:37]=[CH:38][C:39]([NH:42][C:43]2[C:44](=[O:59])[N:45]([CH3:58])[CH:46]=[C:47](B3OC(C)(C)C(C)(C)O3)[CH:48]=2)=[N:40][CH:41]=1)C.C([O-])([O-])=O.[Na+].[Na+].CN(C=O)C, predict the reaction product. The product is: [CH3:58][N:45]1[C:44](=[O:59])[C:43]([NH:42][C:39]2[CH:38]=[CH:37][C:36]([N:27]3[CH2:28][CH2:29][N:30]([CH:32]4[CH2:33][O:34][CH2:35]4)[CH2:31][CH2:26]3)=[CH:41][N:40]=2)=[CH:48][C:47]([C:2]2[C:7]([CH:8]=[O:9])=[C:6]([N:10]3[C:22](=[O:23])[C:14]4=[CH:15][N:16]5[C:21]([CH2:20][CH2:19][CH2:18][CH2:17]5)=[C:13]4[CH:12]=[N:11]3)[N:5]=[CH:4][CH:3]=2)=[CH:46]1.